Dataset: Catalyst prediction with 721,799 reactions and 888 catalyst types from USPTO. Task: Predict which catalyst facilitates the given reaction. (1) Reactant: [CH2:1]([O:3][C:4]([CH:6]1[CH2:11][CH2:10][CH:9]([NH2:12])[CH2:8][CH2:7]1)=[O:5])[CH3:2].CCN(C(C)C)C(C)C.C(S([C:28]1[N:33]=[C:32]([N:34]2[C:42]3[C:37](=[C:38]([O:43][CH2:44][CH2:45][CH2:46][S:47]([NH2:50])(=[O:49])=[O:48])[CH:39]=[CH:40][CH:41]=3)[CH:36]=[CH:35]2)[CH:31]=[CH:30][N:29]=1)=O)CCC.O. Product: [CH2:1]([O:3][C:4]([CH:6]1[CH2:11][CH2:10][CH:9]([NH:12][C:28]2[N:33]=[C:32]([N:34]3[C:42]4[C:37](=[C:38]([O:43][CH2:44][CH2:45][CH2:46][S:47](=[O:48])(=[O:49])[NH2:50])[CH:39]=[CH:40][CH:41]=4)[CH:36]=[CH:35]3)[CH:31]=[CH:30][N:29]=2)[CH2:8][CH2:7]1)=[O:5])[CH3:2]. The catalyst class is: 37. (2) Reactant: Cl.[OH:2][C:3]1([C:9]#[C:10][C:11]2[CH:16]=[CH:15][CH:14]=[CH:13][C:12]=2[F:17])[CH2:8][CH2:7][NH:6][CH2:5][CH2:4]1.[O:18]=[C:19]1[C:24]([CH:25]=O)=[CH:23][CH:22]=[CH:21][NH:20]1.C(O[BH-](OC(=O)C)OC(=O)C)(=O)C.[Na+].C(=O)(O)[O-].[Na+]. Product: [OH:2][C:3]1([C:9]#[C:10][C:11]2[CH:16]=[CH:15][CH:14]=[CH:13][C:12]=2[F:17])[CH2:4][CH2:5][N:6]([CH2:25][C:24]2[C:19](=[O:18])[NH:20][CH:21]=[CH:22][CH:23]=2)[CH2:7][CH2:8]1. The catalyst class is: 866. (3) Reactant: [CH2:1]([O:3][C:4](=[O:15])[CH2:5][C:6]1[C:7]([CH2:13][CH3:14])=[N:8][NH:9][C:10]=1[CH2:11][CH3:12])[CH3:2].[N+:16]([C:19]1[CH:26]=[CH:25][C:22]([CH2:23]Br)=[CH:21][CH:20]=1)([O-:18])=[O:17].C([O-])([O-])=O.[K+].[K+].O. Product: [CH2:1]([O:3][C:4](=[O:15])[CH2:5][C:6]1[C:7]([CH2:13][CH3:14])=[N:8][N:9]([CH2:23][C:22]2[CH:25]=[CH:26][C:19]([N+:16]([O-:18])=[O:17])=[CH:20][CH:21]=2)[C:10]=1[CH2:11][CH3:12])[CH3:2]. The catalyst class is: 10. (4) Reactant: [CH3:1][N:2]([C:14]([C:16]1[NH:17][C:18]2[C:23]([C:24]=1[C:25]1[CH:30]=[CH:29][CH:28]=[CH:27][CH:26]=1)=[CH:22][CH:21]=[CH:20][CH:19]=2)=[O:15])[NH:3]C(OCC1C=CC=CC=1)=O. Product: [CH3:1][N:2]([C:14]([C:16]1[NH:17][C:18]2[C:23]([C:24]=1[C:25]1[CH:30]=[CH:29][CH:28]=[CH:27][CH:26]=1)=[CH:22][CH:21]=[CH:20][CH:19]=2)=[O:15])[NH2:3]. The catalyst class is: 403.